This data is from NCI-60 drug combinations with 297,098 pairs across 59 cell lines. The task is: Regression. Given two drug SMILES strings and cell line genomic features, predict the synergy score measuring deviation from expected non-interaction effect. Drug 1: CC1=C(N=C(N=C1N)C(CC(=O)N)NCC(C(=O)N)N)C(=O)NC(C(C2=CN=CN2)OC3C(C(C(C(O3)CO)O)O)OC4C(C(C(C(O4)CO)O)OC(=O)N)O)C(=O)NC(C)C(C(C)C(=O)NC(C(C)O)C(=O)NCCC5=NC(=CS5)C6=NC(=CS6)C(=O)NCCC[S+](C)C)O. Drug 2: C(CN)CNCCSP(=O)(O)O. Cell line: A498. Synergy scores: CSS=19.5, Synergy_ZIP=-2.62, Synergy_Bliss=2.91, Synergy_Loewe=-40.7, Synergy_HSA=1.77.